From a dataset of Forward reaction prediction with 1.9M reactions from USPTO patents (1976-2016). Predict the product of the given reaction. Given the reactants [O:1]([CH2:8][CH2:9][CH2:10][C:11]1[S:15][C:14]([C:16]2[CH:25]=[C:24]3[C:19]([CH2:20][CH2:21][CH2:22][NH:23]3)=[CH:18][CH:17]=2)=[N:13][C:12]=1[C:26]([O:28][CH2:29][CH3:30])=[O:27])[C:2]1[CH:7]=[CH:6][CH:5]=[CH:4][CH:3]=1.[S:31]1[C:35]2[CH:36]=[CH:37][CH:38]=[CH:39][C:34]=2[N:33]=[C:32]1[NH:40][C:41]([N:43]1[CH:47]=[CH:46]N=[CH:44]1)=[O:42].CN(C=O)C, predict the reaction product. The product is: [S:31]1[C:35]2[CH:36]=[CH:37][CH:38]=[CH:39][C:34]=2[N:33]=[C:32]1[NH:40][C:41]([N:23]1[C:24]2[C:19](=[CH:18][CH:17]=[C:16]([C:14]3[S:15][C:11]([CH2:10][CH2:9][CH2:8][O:1][C:2]4[CH:3]=[CH:4][CH:5]=[CH:6][CH:7]=4)=[C:12]([C:26]([OH:28])=[O:27])[N:13]=3)[CH:25]=2)[CH2:20][CH2:21][CH2:22]1)=[O:42].[S:31]1[C:35]2[CH:36]=[CH:37][CH:38]=[CH:39][C:34]=2[N:33]=[C:32]1[NH:40][C:41]([N:43]1[C:44]2[C:19](=[CH:18][CH:17]=[C:16]([C:14]3[S:15][C:11]([CH2:10][CH2:9][CH2:8][O:1][C:2]4[CH:7]=[CH:6][CH:5]=[CH:4][CH:3]=4)=[C:12]([C:26]([O:28][CH2:29][CH3:30])=[O:27])[N:13]=3)[CH:25]=2)[CH2:20][CH2:46][CH2:47]1)=[O:42].